This data is from Peptide-MHC class I binding affinity with 185,985 pairs from IEDB/IMGT. The task is: Regression. Given a peptide amino acid sequence and an MHC pseudo amino acid sequence, predict their binding affinity value. This is MHC class I binding data. (1) The peptide sequence is VIVENDNVI. The binding affinity (normalized) is 0.0870. The MHC is HLA-A02:03 with pseudo-sequence HLA-A02:03. (2) The peptide sequence is TPQVPLRPM. The MHC is HLA-A02:01 with pseudo-sequence HLA-A02:01. The binding affinity (normalized) is 0.